From a dataset of Forward reaction prediction with 1.9M reactions from USPTO patents (1976-2016). Predict the product of the given reaction. (1) Given the reactants Cl[C:2]1[N:7]=[CH:6][C:5]([N:8]([CH3:25])[C:9](=[O:24])[C:10]2[CH:15]=[C:14]([C:16]([F:19])([F:18])[F:17])[CH:13]=[C:12]([S:20]([CH3:23])(=[O:22])=[O:21])[CH:11]=2)=[C:4]([C:26]2[CH:31]=[C:30]([F:32])[CH:29]=[CH:28][C:27]=2[CH3:33])[CH:3]=1.[Cl-].C[Zn+].[CH3:37]N1CCN(C)C1=O.C(O)(=O)CC(CC(O)=O)(C(O)=O)O, predict the reaction product. The product is: [F:32][C:30]1[CH:29]=[CH:28][C:27]([CH3:33])=[C:26]([C:4]2[CH:3]=[C:2]([CH3:37])[N:7]=[CH:6][C:5]=2[N:8]([CH3:25])[C:9](=[O:24])[C:10]2[CH:15]=[C:14]([C:16]([F:19])([F:17])[F:18])[CH:13]=[C:12]([S:20]([CH3:23])(=[O:21])=[O:22])[CH:11]=2)[CH:31]=1. (2) The product is: [C:50]([OH:56])([C:52]([F:55])([F:54])[F:53])=[O:51].[F:53][C:52]([F:55])([F:54])[C:50]([OH:56])=[O:51].[C:26]([N:23]1[CH2:22][CH2:21][CH:20]([C:18]2[CH:17]=[CH:16][C:15]([NH:29][C:30]([C:32]3[NH:33][CH:34]=[C:35]([C:37]#[N:38])[N:36]=3)=[O:31])=[C:14]([C:12]3[CH2:13][NH:8][CH2:9][CH2:10][CH:11]=3)[CH:19]=2)[CH2:25][CH2:24]1)(=[O:28])[CH3:27]. Given the reactants C(OC([N:8]1[CH2:13][C:12]([C:14]2[CH:19]=[C:18]([CH:20]3[CH2:25][CH2:24][N:23]([C:26](=[O:28])[CH3:27])[CH2:22][CH2:21]3)[CH:17]=[CH:16][C:15]=2[NH:29][C:30]([C:32]2[N:33](COCC[Si](C)(C)C)[CH:34]=[C:35]([C:37]#[N:38])[N:36]=2)=[O:31])=[CH:11][CH2:10][CH2:9]1)=O)(C)(C)C.CCO.[C:50]([OH:56])([C:52]([F:55])([F:54])[F:53])=[O:51], predict the reaction product.